This data is from Forward reaction prediction with 1.9M reactions from USPTO patents (1976-2016). The task is: Predict the product of the given reaction. (1) The product is: [C:17]([C:2]1[CH:16]=[CH:15][C:5]([CH2:6][CH2:7][NH:8][C:9](=[O:14])[C:10]([F:13])([F:12])[F:11])=[CH:4][CH:3]=1)#[N:18]. Given the reactants Br[C:2]1[CH:16]=[CH:15][C:5]([CH2:6][CH2:7][NH:8][C:9](=[O:14])[C:10]([F:13])([F:12])[F:11])=[CH:4][CH:3]=1.[C-:17]#[N:18].[Na+], predict the reaction product. (2) Given the reactants [CH3:1][O:2][C:3]([C:5]1([S:11]([C:14]2[CH:19]=[CH:18][C:17]([O:20][CH2:21][C:22]#[C:23][CH3:24])=[CH:16][CH:15]=2)(=[O:13])=[O:12])[CH2:10][CH2:9][NH:8][CH2:7][CH2:6]1)=[O:4].[CH3:25][C:26]1([CH3:36])[O:31][CH2:30][C:29]([C:33](O)=[O:34])([CH3:32])[CH2:28][O:27]1.ON1C2C=CC=CC=2N=N1.Cl.CN(C)CCCN=C=NCC.CN1CCOCC1, predict the reaction product. The product is: [CH2:21]([O:20][C:17]1[CH:16]=[CH:15][C:14]([S:11]([C:5]2([C:3]([O:2][CH3:1])=[O:4])[CH2:10][CH2:9][N:8]([C:33]([C:29]3([CH3:32])[CH2:28][O:27][C:26]([CH3:36])([CH3:25])[O:31][CH2:30]3)=[O:34])[CH2:7][CH2:6]2)(=[O:13])=[O:12])=[CH:19][CH:18]=1)[C:22]#[C:23][CH3:24]. (3) Given the reactants [CH2:1]([O:3][C:4](=[O:18])[C:5]1C=C(N2CCCCC2)C=CC=1N)C.[N:19]1[CH:24]=[CH:23][CH:22]=[CH:21][CH:20]=1.[Cl:25][CH2:26][C:27]1[CH:28]=[C:29]([CH:33]=[CH:34][CH:35]=1)[C:30]([OH:32])=O, predict the reaction product. The product is: [CH3:1][O:3][C:4]([C:5]1[C:24]([NH:19][C:30](=[O:32])[C:29]2[CH:33]=[CH:34][CH:35]=[C:27]([CH2:26][Cl:25])[CH:28]=2)=[CH:23][C:22]2[C:21](=[CH:20][CH:21]=[CH:22][CH:23]=2)[CH:20]=1)=[O:18]. (4) Given the reactants [Cl:1][CH2:2]I.C[O:5][C:6](=O)[C@@H:7]([NH:18][C:19]([O:21][C:22]([CH3:25])([CH3:24])[CH3:23])=[O:20])[CH2:8][C:9]1[CH:14]=[CH:13][C:12]([N+:15]([O-:17])=[O:16])=[CH:11][CH:10]=1.[Li+].CC([N-]C(C)C)C, predict the reaction product. The product is: [C:22]([O:21][C:19](=[O:20])[NH:18][C@@H:7]([CH2:8][C:9]1[CH:10]=[CH:11][C:12]([N+:15]([O-:17])=[O:16])=[CH:13][CH:14]=1)[C:6](=[O:5])[CH2:2][Cl:1])([CH3:25])([CH3:23])[CH3:24]. (5) Given the reactants CC1(C)[O:6][C@@H:5]([C@@H:7]([OH:28])[C@H:8]([OH:27])[CH2:9][N:10]2[C:19]3[CH:18]=[CH:17][CH:16]=[C:15]4[C:20]([CH3:24])([CH3:23])[CH2:21][CH2:22][N:13]([C:14]=34)[C:12](=[O:25])[C:11]2=[O:26])[CH2:4][O:3]1, predict the reaction product. The product is: [CH3:23][C:20]1([CH3:24])[C:15]2[C:14]3[N:13]([C:12](=[O:25])[C:11](=[O:26])[N:10]([CH2:9][C@@H:8]([OH:27])[C@H:7]([OH:28])[C@H:5]([OH:6])[CH2:4][OH:3])[C:19]=3[CH:18]=[CH:17][CH:16]=2)[CH2:22][CH2:21]1. (6) Given the reactants CC(C)([O-])C.[K+].[OH:7][CH:8]1[CH2:13][CH2:12][N:11]([C:14]([O:16][C:17]([CH3:20])([CH3:19])[CH3:18])=[O:15])[CH2:10][CH2:9]1.F[C:22]1[CH:23]=[CH:24][C:25]([N+:28]([O-:30])=[O:29])=[N:26][CH:27]=1.O, predict the reaction product. The product is: [C:17]([O:16][C:14]([N:11]1[CH2:10][CH2:9][CH:8]([O:7][C:22]2[CH:27]=[N:26][C:25]([N+:28]([O-:30])=[O:29])=[CH:24][CH:23]=2)[CH2:13][CH2:12]1)=[O:15])([CH3:20])([CH3:19])[CH3:18]. (7) Given the reactants O.[ClH:2].Cl.[NH2:4][CH2:5][CH2:6][CH2:7][C@@H:8]1[N:13]2[C:14]3[C:23]4[C:18](=[CH:19][CH:20]=[CH:21][CH:22]=4)[N:17]=[C:16]([NH2:24])[C:15]=3[N:25]=[C:12]2[CH2:11][N:10]([S:26]([CH3:29])(=[O:28])=[O:27])[CH2:9]1.Cl, predict the reaction product. The product is: [OH2:27].[ClH:2].[ClH:2].[NH2:4][CH2:5][CH2:6][CH2:7][C@@H:8]1[N:13]2[C:14]3[C:23]4[CH2:22][CH2:21][CH2:20][CH2:19][C:18]=4[N:17]=[C:16]([NH2:24])[C:15]=3[N:25]=[C:12]2[CH2:11][N:10]([S:26]([CH3:29])(=[O:27])=[O:28])[CH2:9]1.